Dataset: Forward reaction prediction with 1.9M reactions from USPTO patents (1976-2016). Task: Predict the product of the given reaction. (1) Given the reactants [Br:1][C:2]1[C:3](F)=[CH:4][C:5]2[CH:11]3[CH2:12][CH:9]([CH2:10]3)[N:8]3[C:13]([CH:19]4[CH2:21][CH2:20]4)=[C:14]([C:16]([NH2:18])=[O:17])[N:15]=[C:7]3[C:6]=2[CH:22]=1.BrC1C=CC2C3CC(C3)N3C(I)=C(C(N)=O)N=C3C=2C=1.[I-].[C:45]([O:49][C:50]([N:52]1CC([Zn+])C1)=[O:51])([CH3:48])([CH3:47])[CH3:46], predict the reaction product. The product is: [Br:1][C:2]1[CH:3]=[CH:4][C:5]2[CH:11]3[CH2:10][CH:9]([CH2:12]3)[N:8]3[C:13]([CH:19]4[CH2:20][N:52]([C:50]([O:49][C:45]([CH3:48])([CH3:47])[CH3:46])=[O:51])[CH2:21]4)=[C:14]([C:16](=[O:17])[NH2:18])[N:15]=[C:7]3[C:6]=2[CH:22]=1. (2) Given the reactants C[O:2][C:3]([C@H:5]1[CH2:10][CH2:9][C@H:8]([O:11][C:12]2[CH:17]=[CH:16][CH:15]=[CH:14][C:13]=2[C:18]#[N:19])[CH2:7][CH2:6]1)=O.O.[NH2:21][NH2:22], predict the reaction product. The product is: [C:18]([C:13]1[CH:14]=[CH:15][CH:16]=[CH:17][C:12]=1[O:11][C@H:8]1[CH2:9][CH2:10][C@H:5]([C:3]([NH:21][NH2:22])=[O:2])[CH2:6][CH2:7]1)#[N:19]. (3) Given the reactants [NH2:1][C:2]1[C:6]2[C:7](=[O:17])[N:8]([CH:12]([CH:14]([CH3:16])[CH3:15])[CH3:13])[CH:9]=[C:10](Br)[C:5]=2[NH:4][N:3]=1.[CH3:18][N:19]1[CH:23]=[CH:22][C:21](B2OC(C)(C)C(C)(C)O2)=[N:20]1.C(=O)([O-])[O-].[Na+].[Na+].CN(C)C=O, predict the reaction product. The product is: [NH2:1][C:2]1[C:6]2[C:7](=[O:17])[N:8]([CH:12]([CH:14]([CH3:16])[CH3:15])[CH3:13])[CH:9]=[C:10]([C:21]3[CH:22]=[CH:23][N:19]([CH3:18])[N:20]=3)[C:5]=2[NH:4][N:3]=1. (4) Given the reactants [Br:1][C:2]1[CH:3]=[C:4]2[C:10]([I:11])=[N:9][NH:8][C:5]2=[N:6][CH:7]=1.[H-].[Na+].ClCCC(C)(C)C(O)=O.Cl[CH2:24][O:25][C:26](=[O:31])[C:27]([CH3:30])([CH3:29])[CH3:28], predict the reaction product. The product is: [Br:1][C:2]1[CH:3]=[C:4]2[C:10]([I:11])=[N:9][N:8]([CH2:24][O:25][C:26](=[O:31])[C:27]([CH3:30])([CH3:29])[CH3:28])[C:5]2=[N:6][CH:7]=1.